From a dataset of Full USPTO retrosynthesis dataset with 1.9M reactions from patents (1976-2016). Predict the reactants needed to synthesize the given product. Given the product [ClH:30].[NH2:21][C@@H:9]1[C:8]2[CH:29]=[C:4]([CH:5]=[CH:6][CH:7]=2)[C:3]2[N:2]([CH3:1])[N:18]=[CH:17][C:16]=2[NH:15][C:14](=[O:19])[C@H:13]([CH3:20])[CH2:12][CH2:11][CH2:10]1, predict the reactants needed to synthesize it. The reactants are: [CH3:1][N:2]1[N:18]=[CH:17][C:16]2[NH:15][C:14](=[O:19])[C@H:13]([CH3:20])[CH2:12][CH2:11][CH2:10][C@H:9]([NH:21]C(=O)OC(C)(C)C)[C:8]3[CH:29]=[C:4]([CH:5]=[CH:6][CH:7]=3)[C:3]1=2.[ClH:30].